This data is from Full USPTO retrosynthesis dataset with 1.9M reactions from patents (1976-2016). The task is: Predict the reactants needed to synthesize the given product. (1) Given the product [C:15]1([C:14](=[N:27][C:10]2[CH:9]=[C:4]([CH:3]=[C:2]([F:1])[C:11]=2[CH3:12])[C:5]([O:7][CH3:8])=[O:6])[C:21]2[CH:22]=[CH:23][CH:24]=[CH:25][CH:26]=2)[CH:20]=[CH:19][CH:18]=[CH:17][CH:16]=1, predict the reactants needed to synthesize it. The reactants are: [F:1][C:2]1[CH:3]=[C:4]([CH:9]=[C:10](I)[C:11]=1[CH3:12])[C:5]([O:7][CH3:8])=[O:6].[C:14](=[NH:27])([C:21]1[CH:26]=[CH:25][CH:24]=[CH:23][CH:22]=1)[C:15]1[CH:20]=[CH:19][CH:18]=[CH:17][CH:16]=1.C(=O)([O-])[O-].[Cs+].[Cs+].CO. (2) Given the product [CH3:29][C:30]1[N:31]=[C:32]([N:40]2[CH2:44][CH2:43][N:42]([CH2:45][C:46]3[CH:51]=[CH:50][N:49]=[CH:48][CH:47]=3)[C:41]2=[O:52])[S:33][C:34]=1[C:35]([OH:37])=[O:36], predict the reactants needed to synthesize it. The reactants are: CC1C=C(N2CCN(CC3C=CC(C(F)(F)F)=CC=3)C2=O)SC=1C(OCC)=O.[CH3:29][C:30]1[N:31]=[C:32]([N:40]2[CH2:44][CH2:43][N:42]([CH2:45][C:46]3[CH:51]=[CH:50][N:49]=[CH:48][CH:47]=3)[C:41]2=[O:52])[S:33][C:34]=1[C:35]([O:37]CC)=[O:36]. (3) Given the product [NH2:15][C:13]1[C:12]([O:18][CH3:19])=[CH:11][C:10]([CH3:20])=[C:9]([N:2]([CH3:1])[C:3](=[O:8])[CH2:4][N:5]([CH3:7])[CH3:6])[CH:14]=1, predict the reactants needed to synthesize it. The reactants are: [CH3:1][N:2]([C:9]1[CH:14]=[C:13]([N+:15]([O-])=O)[C:12]([O:18][CH3:19])=[CH:11][C:10]=1[CH3:20])[C:3](=[O:8])[CH2:4][N:5]([CH3:7])[CH3:6]. (4) Given the product [F:33][C:27]1[CH:28]=[CH:29][C:30]([F:32])=[CH:31][C:26]=1[S:23]([NH:22][C:20]1[CH:21]=[C:16]([C:9]2[N:10]=[C:11]([CH:13]([CH3:15])[CH3:14])[S:12][C:8]=2[C:6]2[CH:5]=[CH:4][N:3]=[C:2]([NH:36][CH3:35])[N:7]=2)[CH:17]=[CH:18][C:19]=1[F:34])(=[O:25])=[O:24], predict the reactants needed to synthesize it. The reactants are: Cl[C:2]1[N:7]=[C:6]([C:8]2[S:12][C:11]([CH:13]([CH3:15])[CH3:14])=[N:10][C:9]=2[C:16]2[CH:17]=[CH:18][C:19]([F:34])=[C:20]([NH:22][S:23]([C:26]3[CH:31]=[C:30]([F:32])[CH:29]=[CH:28][C:27]=3[F:33])(=[O:25])=[O:24])[CH:21]=2)[CH:5]=[CH:4][N:3]=1.[CH3:35][NH2:36].C1COCC1.